Dataset: Reaction yield outcomes from USPTO patents with 853,638 reactions. Task: Predict the reaction yield, written as a fraction of the theoretical maximum amount of product (1.0 means a 100% yield; for example, 0.34 means a 34% yield). (1) The reactants are [NH2:1][C:2]1[CH:3]=[C:4]([SH:8])[CH:5]=[CH:6][CH:7]=1.C(=O)([O-])[O-].[K+].[K+].I[CH2:16][CH3:17]. The catalyst is CN(C)C=O.O. The product is [CH2:16]([S:8][C:4]1[CH:3]=[C:2]([CH:7]=[CH:6][CH:5]=1)[NH2:1])[CH3:17]. The yield is 0.840. (2) The reactants are C(OC(=O)[NH:7][CH:8]([CH2:13][C:14]1[CH:19]=[CH:18][C:17]([N+:20]([O-:22])=[O:21])=[CH:16][CH:15]=1)[C:9](=O)[CH2:10][Br:11])(C)(C)C.[C:24](=[S:32])([NH2:31])[C:25]1[CH:30]=[CH:29][CH:28]=[CH:27][CH:26]=1.C(OCC)C. The catalyst is CC#N. The product is [BrH:11].[N+:20]([C:17]1[CH:16]=[CH:15][C:14]([CH2:13][C@@H:8]([C:9]2[N:31]=[C:24]([C:25]3[CH:30]=[CH:29][CH:28]=[CH:27][CH:26]=3)[S:32][CH:10]=2)[NH2:7])=[CH:19][CH:18]=1)([O-:22])=[O:21]. The yield is 0.630. (3) The reactants are [F:1][C:2]1[CH:7]=[C:6]([CH3:8])[CH:5]=[CH:4][C:3]=1[NH2:9].C1(P(C2C=CC=CC=2)C2(P(C3C=CC=CC=3)C3C=CC=CC=3)CC=C3C(C=CC=C3)=C2C2C3C(=CC=CC=3)C=CC=2)C=CC=CC=1.C(=O)([O-])[O-].[Cs+].[Cs+].[CH2:62]([O:64][C:65]([C:67]1[C:72](Cl)=[C:71]([CH3:74])[C:70](=[O:75])[N:69]([CH3:76])[C:68]=1[CH3:77])=[O:66])[CH3:63]. The catalyst is C1(C)C=CC=CC=1.CCOC(C)=O.C([O-])(=O)C.[Pd+2].C([O-])(=O)C. The product is [CH2:62]([O:64][C:65]([C:67]1[C:72]([NH:9][C:3]2[CH:4]=[CH:5][C:6]([CH3:8])=[CH:7][C:2]=2[F:1])=[C:71]([CH3:74])[C:70](=[O:75])[N:69]([CH3:76])[C:68]=1[CH3:77])=[O:66])[CH3:63]. The yield is 0.710. (4) The reactants are C(O[C:6](=O)[NH:7][C:8]1[CH:13]=[C:12]([F:14])[CH:11]=[CH:10][C:9]=1[NH2:15])(C)(C)C.[CH:17]1([CH:23]=[O:24])[CH2:22][CH2:21][CH2:20][CH2:19][CH2:18]1.CO[C@H:27]([C:31]1[CH:36]=[CH:35][CH:34]=[CH:33][CH:32]=1)[C:28]([OH:30])=O.[N+:37]([CH2:39][C:40]1[CH:45]=[CH:44][CH:43]=[CH:42][CH:41]=1)#[C-].Cl.[CH3:47]O. The catalyst is O1CCOCC1. The product is [CH2:39]([NH:37][C:28](=[O:30])[CH:27]([CH:31]1[CH2:36][CH2:35][CH2:34][CH2:33][CH2:32]1)[N:15]1[C:9]2[CH:10]=[CH:11][C:12]([F:14])=[CH:13][C:8]=2[N:7]=[C:6]1[C@H:23]([O:24][CH3:47])[C:17]1[CH:22]=[CH:21][CH:20]=[CH:19][CH:18]=1)[C:40]1[CH:45]=[CH:44][CH:43]=[CH:42][CH:41]=1. The yield is 0.690. (5) The reactants are [C:1]([C:4]1[CH:10]=[CH:9][CH:8]=[CH:7][C:5]=1[NH2:6])(=[O:3])[CH3:2].I[C:12]1[N:21]=[CH:20][C:19]2[CH2:18][CH2:17][C:16]3[C:22]([C:26]([NH2:28])=[O:27])=[N:23][N:24]([CH3:25])[C:15]=3[C:14]=2[N:13]=1.C(=O)([O-])[O-].[K+].[K+]. The catalyst is CN(C)C=O. The product is [C:1]([C:4]1[CH:10]=[CH:9][CH:8]=[CH:7][C:5]=1[NH:6][C:12]1[N:21]=[CH:20][C:19]2[CH2:18][CH2:17][C:16]3[C:22]([C:26]([NH2:28])=[O:27])=[N:23][N:24]([CH3:25])[C:15]=3[C:14]=2[N:13]=1)(=[O:3])[CH3:2]. The yield is 0.470. (6) The reactants are [OH:1][C:2]1[CH:3]=[C:4]2[C:9](=[CH:10][CH:11]=1)[CH:8]=[C:7]([C@:12]1([CH3:18])[CH2:16][O:15][C:14](=[O:17])[NH:13]1)[CH:6]=[CH:5]2.C(#N)C.[Br:22]N1C(=O)CCC1=O. No catalyst specified. The product is [Br:22][C:3]1[C:2]([OH:1])=[CH:11][CH:10]=[C:9]2[C:4]=1[CH:5]=[CH:6][C:7]([C@:12]1([CH3:18])[CH2:16][O:15][C:14](=[O:17])[NH:13]1)=[CH:8]2. The yield is 0.820. (7) The reactants are ClC1N=C(C(OC)=O)C([N+]([O-])=O)=[C:4]([NH:15][C:16]2[CH:21]=[CH:20][CH:19]=[CH:18][CH:17]=2)N=1.Cl[C:23]1[N:28]=[C:27]([C:29]([O:31]C)=O)[C:26]([N+:33]([O-])=O)=[C:25](Cl)[N:24]=1.[NH2:37][C:38]1C=[CH:42][CH:41]=[CH:40][CH:39]=1.C([N:47](C(C)C)CC)(C)C. The catalyst is C1COCC1. The product is [C:16]1([N:15]2[CH:4]=[N:33][C:26]3[C:25]2=[N:24][C:23]([C:41]2[CH:42]=[N:37][CH:38]=[CH:39][CH:40]=2)=[N:28][C:27]=3[C:29]([NH2:47])=[O:31])[CH:17]=[CH:18][CH:19]=[CH:20][CH:21]=1. The yield is 0.610. (8) The product is [C:37]([O:36][C:34]([N:32]1[CH2:33][CH:30]([NH:29][C:2]2[CH:3]=[CH:4][C:5]3[O:14][CH2:13][CH2:12][C:11]4[CH:10]=[C:9]([C:15]5[N:16]([C:20]6[CH:25]=[CH:24][C:23]([F:26])=[CH:22][C:21]=6[F:27])[N:17]=[CH:18][N:19]=5)[S:8][C:7]=4[C:6]=3[N:28]=2)[CH2:31]1)=[O:35])([CH3:40])([CH3:38])[CH3:39]. The catalyst is CC([O-])=O.CC([O-])=O.[Pd+2].O1CCOCC1. The reactants are Cl[C:2]1[CH:3]=[CH:4][C:5]2[O:14][CH2:13][CH2:12][C:11]3[CH:10]=[C:9]([C:15]4[N:16]([C:20]5[CH:25]=[CH:24][C:23]([F:26])=[CH:22][C:21]=5[F:27])[N:17]=[CH:18][N:19]=4)[S:8][C:7]=3[C:6]=2[N:28]=1.[NH2:29][CH:30]1[CH2:33][N:32]([C:34]([O:36][C:37]([CH3:40])([CH3:39])[CH3:38])=[O:35])[CH2:31]1.CC(C1C=C(C(C)C)C(C2C=CC=CC=2P(C2CCCCC2)C2CCCCC2)=C(C(C)C)C=1)C.C(O[Na])(C)(C)C. The yield is 0.640.